From a dataset of Catalyst prediction with 721,799 reactions and 888 catalyst types from USPTO. Predict which catalyst facilitates the given reaction. (1) Reactant: C([O:5][C:6](=[O:48])[C:7]1[CH:12]=[CH:11][C:10]([C:13]([NH:15][CH:16]([C:38]2[CH:43]=[CH:42][C:41]([O:44][CH3:45])=[C:40]([O:46][CH3:47])[CH:39]=2)[CH2:17][C:18]([NH:20][C:21]2[CH:26]=[CH:25][C:24]([NH:27][C:28]([NH:30][C:31]3[CH:36]=[CH:35][CH:34]=[CH:33][C:32]=3[CH3:37])=[O:29])=[CH:23][CH:22]=2)=[O:19])=[O:14])=[CH:9][CH:8]=1)(C)(C)C.C(O)(C(F)(F)F)=O. Product: [CH3:47][O:46][C:40]1[CH:39]=[C:38]([CH:16]([NH:15][C:13]([C:10]2[CH:9]=[CH:8][C:7]([C:6]([OH:48])=[O:5])=[CH:12][CH:11]=2)=[O:14])[CH2:17][C:18]([NH:20][C:21]2[CH:22]=[CH:23][C:24]([NH:27][C:28]([NH:30][C:31]3[CH:36]=[CH:35][CH:34]=[CH:33][C:32]=3[CH3:37])=[O:29])=[CH:25][CH:26]=2)=[O:19])[CH:43]=[CH:42][C:41]=1[O:44][CH3:45]. The catalyst class is: 2. (2) Reactant: [Si:1]([O:8][C:9]1[CH:18]=[CH:17][CH:16]=[C:15]2[C:10]=1[CH:11]=[CH:12][C:13]([NH:19][C:20]1[C:28]3[C:23](=[CH:24][N:25]=[CH:26][CH:27]=3)[O:22][C:21]=1[C:29]([NH2:31])=[NH:30])=[CH:14]2)([C:4]([CH3:7])([CH3:6])[CH3:5])([CH3:3])[CH3:2].Br[CH2:33][C:34](=O)[CH2:35][CH3:36]. Product: [Si:1]([O:8][C:9]1[CH:18]=[CH:17][CH:16]=[C:15]2[C:10]=1[CH:11]=[CH:12][C:13]([NH:19][C:20]1[C:28]3[C:23](=[CH:24][N:25]=[CH:26][CH:27]=3)[O:22][C:21]=1[C:29]1[NH:31][CH:33]=[C:34]([CH2:35][CH3:36])[N:30]=1)=[CH:14]2)([C:4]([CH3:7])([CH3:5])[CH3:6])([CH3:3])[CH3:2]. The catalyst class is: 20. (3) Reactant: [CH2:1]([O:3][C:4](=[O:18])[C:5]1[CH:10]=[CH:9][C:8]([N:11]2[CH2:16][CH2:15][CH:14]([NH2:17])[CH2:13][CH2:12]2)=[CH:7][CH:6]=1)[CH3:2].C(=O)([O-])[O-].[Na+].[Na+].[CH2:25]([O:32][C:33](Cl)=[O:34])[C:26]1[CH:31]=[CH:30][CH:29]=[CH:28][CH:27]=1.O. Product: [CH2:1]([O:3][C:4](=[O:18])[C:5]1[CH:6]=[CH:7][C:8]([N:11]2[CH2:12][CH2:13][CH:14]([NH:17][C:33]([O:32][CH2:25][C:26]3[CH:31]=[CH:30][CH:29]=[CH:28][CH:27]=3)=[O:34])[CH2:15][CH2:16]2)=[CH:9][CH:10]=1)[CH3:2]. The catalyst class is: 1. (4) Reactant: Cl.[Cl:2][C:3]1[C:4]([NH:16][NH2:17])=[N:5][CH:6]=[C:7]([CH:15]=1)[C:8]([O:10][C:11]([CH3:14])([CH3:13])[CH3:12])=[O:9].[C:18](O)(=[O:25])[C:19]1[CH:24]=[CH:23][CH:22]=[CH:21][CH:20]=1.C(Cl)CCl.C1C=NC2N(O)N=NC=2C=1.C(N(CC)CC)C.C(=O)(O)[O-].[Na+]. Product: [C:18]([NH:17][NH:16][C:4]1[C:3]([Cl:2])=[CH:15][C:7]([C:8]([O:10][C:11]([CH3:13])([CH3:14])[CH3:12])=[O:9])=[CH:6][N:5]=1)(=[O:25])[C:19]1[CH:24]=[CH:23][CH:22]=[CH:21][CH:20]=1. The catalyst class is: 9.